From a dataset of Catalyst prediction with 721,799 reactions and 888 catalyst types from USPTO. Predict which catalyst facilitates the given reaction. Reactant: [CH2:1]([O:11][C:12]1[C:16]([O:17][CH2:18][CH2:19][CH2:20][CH2:21][CH2:22][CH2:23][CH2:24][CH2:25][CH2:26][CH3:27])=[C:15]([C:28]([O:30]CC)=[O:29])[NH:14][C:13]=1[C:33]([O:35]CC)=[O:34])[CH2:2][CH2:3][CH2:4][CH2:5][CH2:6][CH2:7][CH2:8][CH2:9][CH3:10].[OH-].[Na+]. Product: [CH2:1]([O:11][C:12]1[C:16]([O:17][CH2:18][CH2:19][CH2:20][CH2:21][CH2:22][CH2:23][CH2:24][CH2:25][CH2:26][CH3:27])=[C:15]([C:28]([OH:30])=[O:29])[NH:14][C:13]=1[C:33]([OH:35])=[O:34])[CH2:2][CH2:3][CH2:4][CH2:5][CH2:6][CH2:7][CH2:8][CH2:9][CH3:10]. The catalyst class is: 8.